The task is: Predict which catalyst facilitates the given reaction.. This data is from Catalyst prediction with 721,799 reactions and 888 catalyst types from USPTO. (1) Reactant: [Br:1][C:2]1[C:3]([F:12])=[C:4]2[C:10]([NH2:11])=[CH:9][NH:8][C:5]2=[N:6][CH:7]=1.[Cl:13][C:14]1[CH:15]=[CH:16][C:17]([C:20](O)=[O:21])=[N:18][CH:19]=1.C1N(P(Cl)(N2C(=O)OCC2)=O)C(=O)OC1.[Li+].[OH-]. Product: [Br:1][C:2]1[C:3]([F:12])=[C:4]2[C:10]([NH:11][C:20](=[O:21])[C:17]3[CH:16]=[CH:15][C:14]([Cl:13])=[CH:19][N:18]=3)=[CH:9][NH:8][C:5]2=[N:6][CH:7]=1. The catalyst class is: 34. (2) Reactant: [OH:1][CH:2]1[CH:7]([C:8]2[CH:13]=[CH:12][C:11]([OH:14])=[CH:10][CH:9]=2)[CH2:6][CH2:5][N:4]([C:15]([O:17][C:18]([CH3:21])([CH3:20])[CH3:19])=[O:16])[CH2:3]1.[CH2:22]([Br:31])[CH:23]=[CH:24][C:25]1[CH:30]=[CH:29][CH:28]=[CH:27][CH:26]=1.C(=O)([O-])[O-].[K+].[K+]. Product: [OH:1][CH:2]1[CH:7]([C:8]2[CH:9]=[CH:10][C:11]([O:14][CH2:22]/[CH:23]=[CH:24]/[C:25]3[CH:30]=[CH:29][CH:28]=[CH:27][CH:26]=3)=[CH:12][CH:13]=2)[CH2:6][CH2:5][N:4]([C:15]([O:17][C:18]([CH3:21])([CH3:20])[CH3:19])=[O:16])[CH2:3]1.[Br:31][CH2:22][C:23]1[CH:3]=[CH:2][C:30]2[C:25](=[CH:26][CH:27]=[CH:28][CH:29]=2)[CH:24]=1. The catalyst class is: 21. (3) Product: [Si:20]([O:13][CH:7]1[C:6]2[CH:14]=[C:2]([Cl:1])[CH:3]=[CH:4][C:5]=2[C:11](=[O:12])[CH2:10][CH2:9][CH2:8]1)([C:23]([CH3:26])([CH3:25])[CH3:24])([CH3:22])[CH3:21]. The catalyst class is: 2. Reactant: [Cl:1][C:2]1[CH:3]=[CH:4][C:5]2[C:11](=[O:12])[CH2:10][CH2:9][CH2:8][CH:7]([OH:13])[C:6]=2[CH:14]=1.N1C=CN=C1.[Si:20](Cl)([C:23]([CH3:26])([CH3:25])[CH3:24])([CH3:22])[CH3:21].